This data is from Full USPTO retrosynthesis dataset with 1.9M reactions from patents (1976-2016). The task is: Predict the reactants needed to synthesize the given product. (1) Given the product [C:12]([C:8]1[CH:7]=[C:6]2[C:11]([C:2](=[O:1])[C:3]([C:18]3[CH:23]=[CH:22][C:21]([NH:24][S:25]([CH3:28])(=[O:27])=[O:26])=[CH:20][CH:19]=3)=[CH:4][O:5]2)=[CH:10][CH:9]=1)#[CH:13], predict the reactants needed to synthesize it. The reactants are: [O:1]=[C:2]1[C:11]2[C:6](=[CH:7][C:8]([C:12]#[C:13][Si](C)(C)C)=[CH:9][CH:10]=2)[O:5][CH:4]=[C:3]1[C:18]1[CH:23]=[CH:22][C:21]([NH:24][S:25]([CH3:28])(=[O:27])=[O:26])=[CH:20][CH:19]=1.C(=O)([O-])[O-].[K+].[K+]. (2) Given the product [N:26]1[CH:31]=[CH:30][CH:29]=[C:28]([C:32]#[C:33][C:2]2[CH:3]=[C:4]([O:21][C:22]([F:24])([F:23])[F:25])[CH:5]=[C:6]3[C:11]=2[O:10][CH:9]([C:12]([F:14])([F:15])[F:13])[C:8]([C:16]([O:18][CH2:19][CH3:20])=[O:17])=[CH:7]3)[CH:27]=1, predict the reactants needed to synthesize it. The reactants are: I[C:2]1[CH:3]=[C:4]([O:21][C:22]([F:25])([F:24])[F:23])[CH:5]=[C:6]2[C:11]=1[O:10][CH:9]([C:12]([F:15])([F:14])[F:13])[C:8]([C:16]([O:18][CH2:19][CH3:20])=[O:17])=[CH:7]2.[N:26]1[CH:31]=[CH:30][CH:29]=[C:28]([C:32]#[CH:33])[CH:27]=1.